This data is from Full USPTO retrosynthesis dataset with 1.9M reactions from patents (1976-2016). The task is: Predict the reactants needed to synthesize the given product. Given the product [CH2:1]([O:3][C:4]([C:6]1[O:7][C:8]2[CH:14]=[CH:13][C:12]([NH2:15])=[CH:11][C:9]=2[CH:10]=1)=[O:5])[CH3:2], predict the reactants needed to synthesize it. The reactants are: [CH2:1]([O:3][C:4]([C:6]1[O:7][C:8]2[CH:14]=[CH:13][C:12]([N+:15]([O-])=O)=[CH:11][C:9]=2[CH:10]=1)=[O:5])[CH3:2].[H][H].